From a dataset of Peptide-MHC class I binding affinity with 185,985 pairs from IEDB/IMGT. Regression. Given a peptide amino acid sequence and an MHC pseudo amino acid sequence, predict their binding affinity value. This is MHC class I binding data. The peptide sequence is LHSTYFPCF. The MHC is Mamu-B3901 with pseudo-sequence Mamu-B3901. The binding affinity (normalized) is 0.276.